From a dataset of Full USPTO retrosynthesis dataset with 1.9M reactions from patents (1976-2016). Predict the reactants needed to synthesize the given product. (1) Given the product [CH2:28]([NH:35][CH2:1][C:3]1[N:4]=[CH:5][C:6]([NH:9][C:10](=[O:27])[CH:11]([NH:15][C:16](=[O:26])[CH2:17][C:18]2[CH:23]=[C:22]([F:24])[CH:21]=[C:20]([F:25])[CH:19]=2)[CH2:12][CH2:13][CH3:14])=[N:7][CH:8]=1)[C:29]1[CH:34]=[CH:33][CH:32]=[CH:31][CH:30]=1, predict the reactants needed to synthesize it. The reactants are: [CH:1]([C:3]1[N:4]=[CH:5][C:6]([NH:9][C:10](=[O:27])[CH:11]([NH:15][C:16](=[O:26])[CH2:17][C:18]2[CH:23]=[C:22]([F:24])[CH:21]=[C:20]([F:25])[CH:19]=2)[CH2:12][CH2:13][CH3:14])=[N:7][CH:8]=1)=O.[CH2:28]([NH2:35])[C:29]1[CH:34]=[CH:33][CH:32]=[CH:31][CH:30]=1.S([O-])([O-])(=O)=O.[Na+].[Na+].C(O[BH-](OC(=O)C)OC(=O)C)(=O)C.[Na+]. (2) Given the product [CH3:22][O:21][CH2:20][CH2:19][NH:18][C:16]([C:14]1[C:13]([C:23]2[CH:28]=[CH:27][C:26]([N+:29]([O-:31])=[O:30])=[CH:25][CH:24]=2)=[C:12]2[N:11]([CH:15]=1)[N:10]=[CH:9][N:8]=[C:7]2[NH:6][C:34](=[O:35])[O:45][CH2:46][CH2:47][Si:48]([CH3:51])([CH3:50])[CH3:49])=[O:17], predict the reactants needed to synthesize it. The reactants are: CN(C=O)C.[NH2:6][C:7]1[C:12]2=[C:13]([C:23]3[CH:28]=[CH:27][C:26]([N+:29]([O-:31])=[O:30])=[CH:25][CH:24]=3)[C:14]([C:16]([NH:18][CH2:19][CH2:20][O:21][CH3:22])=[O:17])=[CH:15][N:11]2[N:10]=[CH:9][N:8]=1.[H-].[Na+].[C:34](=O)([O:45][CH2:46][CH2:47][Si:48]([CH3:51])([CH3:50])[CH3:49])[O:35]C1C=CC([N+]([O-])=O)=CC=1. (3) Given the product [Br:9][C:6]1[N:2]([CH3:1])[CH:3]=[N:4][C:5]=1[CH:7]=[O:8], predict the reactants needed to synthesize it. The reactants are: [CH3:1][N:2]1[CH:6]=[C:5]([CH:7]=[O:8])[N:4]=[CH:3]1.[Br:9]N1C(=O)CCC1=O.C(Cl)(Cl)Cl. (4) Given the product [I:29][C:2]1[O:3][CH:4]=[C:5]([C:7]([O:9][CH2:10][CH3:11])=[O:8])[N:6]=1, predict the reactants needed to synthesize it. The reactants are: N[C:2]1[O:3][CH:4]=[C:5]([C:7]([O:9][CH2:10][CH3:11])=[O:8])[N:6]=1.O.O.C1(C)C=CC(S(O)(=O)=O)=CC=1.N([O-])=O.[Na+].[I-:29].[K+].C(=O)(O)[O-].[Na+].S([O-])([O-])(=O)=S.[Na+].[Na+]. (5) Given the product [Cl:1][C@@H:2]([CH2:6][CH:7]([CH3:9])[CH3:8])[C:3]([Cl:13])=[O:4], predict the reactants needed to synthesize it. The reactants are: [Cl:1][C@@H:2]([CH2:6][CH:7]([CH3:9])[CH3:8])[C:3](O)=[O:4].C(Cl)(=O)C([Cl:13])=O. (6) Given the product [C:2]([C:7]1[O:11][C:10]([CH2:12][N:13]2[CH:17]=[CH:16][C:15]([NH:18][C:32]([C:28]3[N:29]=[CH:30][O:31][C:27]=3[C:23]3[CH:24]=[CH:25][CH:26]=[C:21]([C:19]#[N:20])[CH:22]=3)=[O:33])=[N:14]2)=[CH:9][CH:8]=1)(=[O:6])[CH3:1], predict the reactants needed to synthesize it. The reactants are: [CH3:1][C:2]1([C:7]2[O:11][C:10]([CH2:12][N:13]3[CH:17]=[CH:16][C:15]([NH2:18])=[N:14]3)=[CH:9][CH:8]=2)[O:6]CCO1.[C:19]([C:21]1[CH:22]=[C:23]([C:27]2[O:31][CH:30]=[N:29][C:28]=2[C:32](O)=[O:33])[CH:24]=[CH:25][CH:26]=1)#[N:20]. (7) Given the product [Cl:1][C:2]1[S:6][C:5]([C:7]2[N:8]=[C:9]([CH2:12][OH:13])[S:10][CH:11]=2)=[CH:4][CH:3]=1, predict the reactants needed to synthesize it. The reactants are: [Cl:1][C:2]1[S:6][C:5]([C:7]2[N:8]=[C:9]([C:12](OCC)=[O:13])[S:10][CH:11]=2)=[CH:4][CH:3]=1.[BH4-].[Na+].